Dataset: Reaction yield outcomes from USPTO patents with 853,638 reactions. Task: Predict the reaction yield, written as a fraction of the theoretical maximum amount of product (1.0 means a 100% yield; for example, 0.34 means a 34% yield). (1) The reactants are [N:1]1[CH:6]=[CH:5][C:4]([NH:7][C:8]2[C:16]3[C:11](=[CH:12][CH:13]=[CH:14][CH:15]=3)[NH:10][C:9]=2[C:17]([OH:19])=[O:18])=[CH:3][CH:2]=1.N1C=CC=CC=1.FC(F)(F)C(O[C:31]1[C:36]([F:37])=[C:35]([F:38])[C:34]([F:39])=[C:33]([F:40])[C:32]=1[F:41])=O. The catalyst is CN(C)C=O. The product is [F:37][C:36]1[C:31]([O:18][C:17]([C:9]2[NH:10][C:11]3[C:16]([C:8]=2[NH:7][C:4]2[CH:5]=[CH:6][N:1]=[CH:2][CH:3]=2)=[CH:15][CH:14]=[CH:13][CH:12]=3)=[O:19])=[C:32]([F:41])[C:33]([F:40])=[C:34]([F:39])[C:35]=1[F:38]. The yield is 0.410. (2) The reactants are [F:1][C:2]1[CH:6]=[N:5][N:4]([CH3:7])[C:3]=1[C:8]1[CH:9]=[C:10]([NH2:16])[CH:11]=[CH:12][C:13]=1[O:14][CH3:15].[F:17][C:18]1[CH:23]=[CH:22][C:21]([N:24]=[C:25]=[O:26])=[CH:20][CH:19]=1. The catalyst is C(Cl)Cl. The product is [F:1][C:2]1[CH:6]=[N:5][N:4]([CH3:7])[C:3]=1[C:8]1[CH:9]=[C:10]([NH:16][C:25]([NH:24][C:21]2[CH:22]=[CH:23][C:18]([F:17])=[CH:19][CH:20]=2)=[O:26])[CH:11]=[CH:12][C:13]=1[O:14][CH3:15]. The yield is 0.770. (3) The reactants are [CH2:1]([O:3][CH2:4][C:5]1[N:6]([CH2:18][C:19]2([OH:24])[CH2:23][CH2:22][CH2:21][CH2:20]2)[C:7]2[C:16]3[CH:15]=[CH:14][CH:13]=[CH:12][C:11]=3[N:10]=[CH:9][C:8]=2[N:17]=1)[CH3:2].C1C=C(Cl)C=C(C(OO)=O)C=1.[OH-].[NH4+:37].S(Cl)(C1C=CC(C)=CC=1)(=O)=O. The catalyst is ClCCl.O. The product is [NH2:37][C:9]1[C:8]2[N:17]=[C:5]([CH2:4][O:3][CH2:1][CH3:2])[N:6]([CH2:18][C:19]3([OH:24])[CH2:23][CH2:22][CH2:21][CH2:20]3)[C:7]=2[C:16]2[CH:15]=[CH:14][CH:13]=[CH:12][C:11]=2[N:10]=1. The yield is 0.500. (4) The reactants are [CH3:1][C:2]1[CH:10]=[C:9]([B:11]2[O:15][C:14]([CH3:17])([CH3:16])[C:13]([CH3:19])([CH3:18])[O:12]2)[CH:8]=[CH:7][C:3]=1[C:4]([NH2:6])=[O:5].Cl[C:21]1[CH:26]=[C:25]([CH:27]2[CH2:29][CH2:28]2)[CH:24]=[CH:23][N:22]=1.C([O-])([O-])=O.[Cs+].[Cs+]. The catalyst is O1CCOCC1.C1C=CC(/C=C/C(/C=C/C2C=CC=CC=2)=O)=CC=1.C1C=CC(/C=C/C(/C=C/C2C=CC=CC=2)=O)=CC=1.C1C=CC(/C=C/C(/C=C/C2C=CC=CC=2)=O)=CC=1.[Pd].[Pd]. The product is [CH:27]1([C:25]2[CH:24]=[CH:23][N:22]=[C:21]([NH:6][C:4](=[O:5])[C:3]3[CH:7]=[CH:8][C:9]([B:11]4[O:15][C:14]([CH3:17])([CH3:16])[C:13]([CH3:19])([CH3:18])[O:12]4)=[CH:10][C:2]=3[CH3:1])[CH:26]=2)[CH2:29][CH2:28]1. The yield is 0.300.